From a dataset of Catalyst prediction with 721,799 reactions and 888 catalyst types from USPTO. Predict which catalyst facilitates the given reaction. (1) Reactant: N[C:2]1[CH:12]=[CH:11][C:5]2[CH2:6][CH2:7][NH:8][CH2:9][CH2:10][C:4]=2[CH:3]=1.C1(S([N:22]=[C:23]=[O:24])(=O)=O)C=CC=CC=1. Product: [CH2:10]1[C:4]2[CH:3]=[CH:2][CH:12]=[CH:11][C:5]=2[CH2:6][CH2:7][N:8]([C:23]([NH2:22])=[O:24])[CH2:9]1. The catalyst class is: 396. (2) Reactant: Cl[C:2]1[C:3]2[N:10]([CH2:11][CH3:12])[CH:9]=[CH:8][C:4]=2[N:5]=[CH:6][N:7]=1.[NH2:13][C:14]1[CH:19]=[CH:18][C:17]([OH:20])=[CH:16][C:15]=1[Cl:21].C(=O)([O-])[O-].[Cs+].[Cs+].CN1CCCC1=O. Product: [Cl:21][C:15]1[CH:16]=[C:17]([O:20][C:2]2[C:3]3[N:10]([CH2:11][CH3:12])[CH:9]=[CH:8][C:4]=3[N:5]=[CH:6][N:7]=2)[CH:18]=[CH:19][C:14]=1[NH2:13]. The catalyst class is: 6. (3) Reactant: Cl[C:2]1[N:7]=[CH:6][C:5]([S:8]([N:11]2[CH2:16][CH2:15][N:14]([C:17]3[CH:22]=[CH:21][C:20]([C:23]([OH:32])([C:28]([F:31])([F:30])[F:29])[C:24]([F:27])([F:26])[F:25])=[CH:19][CH:18]=3)[CH:13]([C:33]#[C:34][CH3:35])[CH2:12]2)(=[O:10])=[O:9])=[CH:4][CH:3]=1.[OH-].[NH4+:37]. Product: [NH2:37][C:2]1[N:7]=[CH:6][C:5]([S:8]([N:11]2[CH2:16][CH2:15][N:14]([C:17]3[CH:22]=[CH:21][C:20]([C:23]([OH:32])([C:28]([F:31])([F:30])[F:29])[C:24]([F:27])([F:26])[F:25])=[CH:19][CH:18]=3)[CH:13]([C:33]#[C:34][CH3:35])[CH2:12]2)(=[O:10])=[O:9])=[CH:4][CH:3]=1. The catalyst class is: 14. (4) Reactant: C[O:2][C:3](=O)[CH:4]=[CH:5][C:6](=[C:11]([NH2:15])[CH:12]1[CH2:14][CH2:13]1)[C:7]([O:9][CH3:10])=[O:8].CC(C)([O-])C.[Na+]. Product: [CH3:10][O:9][C:7]([C:6]1[CH:5]=[CH:4][C:3](=[O:2])[NH:15][C:11]=1[CH:12]1[CH2:14][CH2:13]1)=[O:8]. The catalyst class is: 9. (5) Reactant: [CH2:1]([NH:8][C:9]1[CH:13]([C:14]2[CH:19]=[CH:18][CH:17]=[CH:16][CH:15]=2)[N:12]([C:20]2[CH:25]=[CH:24][C:23]([O:26][CH3:27])=[CH:22][CH:21]=2)[C:11](=[O:28])[N:10]=1)[C:2]1[CH:7]=[CH:6][CH:5]=[CH:4][CH:3]=1.[ClH:29]. Product: [ClH:29].[CH2:1]([NH:8][C:9]1[CH:13]([C:14]2[CH:19]=[CH:18][CH:17]=[CH:16][CH:15]=2)[N:12]([C:20]2[CH:25]=[CH:24][C:23]([O:26][CH3:27])=[CH:22][CH:21]=2)[C:11](=[O:28])[N:10]=1)[C:2]1[CH:7]=[CH:6][CH:5]=[CH:4][CH:3]=1. The catalyst class is: 5. (6) Reactant: FC(F)(F)S(O[C:7]1[CH:16]=[C:15]2[C:10]([CH2:11][CH2:12][CH:13]([C:17]([O:19][CH3:20])=[O:18])[CH2:14]2)=[CH:9][CH:8]=1)(=O)=O.[CH3:23][N:24](C)C=O. Product: [C:23]([C:7]1[CH:16]=[C:15]2[C:10]([CH2:11][CH2:12][CH:13]([C:17]([O:19][CH3:20])=[O:18])[CH2:14]2)=[CH:9][CH:8]=1)#[N:24]. The catalyst class is: 267. (7) Product: [NH:1]1[CH:5]=[CH:4][N:3]=[C:2]1[C@@H:6]([NH:14][C:27](=[O:28])[CH2:26][N:19]1[C:20]2[CH2:21][CH2:22][CH2:23][CH2:24][C:25]=2[C:17]([C:16]([F:30])([F:15])[F:31])=[N:18]1)[CH2:7][C:8]1[CH:9]=[CH:10][CH:11]=[CH:12][CH:13]=1. The catalyst class is: 3. Reactant: [NH:1]1[CH:5]=[CH:4][N:3]=[C:2]1[C@@H:6]([NH2:14])[CH2:7][C:8]1[CH:13]=[CH:12][CH:11]=[CH:10][CH:9]=1.[F:15][C:16]([F:31])([F:30])[C:17]1[C:25]2[CH2:24][CH2:23][CH2:22][CH2:21][C:20]=2[N:19]([CH2:26][C:27](O)=[O:28])[N:18]=1.CN(C(ON1N=NC2C=CC=NC1=2)=[N+](C)C)C.F[P-](F)(F)(F)(F)F.C(N(C(C)C)CC)(C)C. (8) Reactant: [Br:1][C:2]1[CH:10]=[C:9]2[C:5]([C:6]([C:16](=O)[C:17]3[CH:22]=[CH:21][CH:20]=[C:19]([N+:23]([O-:25])=[O:24])[C:18]=3[CH3:26])=[C:7]([C:11](OCC)=[O:12])[NH:8]2)=[CH:4][CH:3]=1.O.[NH2:29][NH2:30]. Product: [Br:1][C:2]1[CH:3]=[CH:4][C:5]2[C:6]3[C:16]([C:17]4[CH:22]=[CH:21][CH:20]=[C:19]([N+:23]([O-:25])=[O:24])[C:18]=4[CH3:26])=[N:30][NH:29][C:11](=[O:12])[C:7]=3[NH:8][C:9]=2[CH:10]=1. The catalyst class is: 8. (9) Reactant: [CH3:1][O:2][N:3]([CH3:27])[C:4]([C:6]1[C:11]([NH:12][S:13]([C:16]2[CH:21]=[CH:20][C:19]([Cl:22])=[C:18]([C:23]([F:26])([F:25])[F:24])[CH:17]=2)(=[O:15])=[O:14])=[CH:10][CH:9]=[CH:8][N:7]=1)=[O:5].C(=O)([O-])[O-].[K+].[K+].[CH3:34][O:35][CH2:36]Cl. Product: [CH3:1][O:2][N:3]([CH3:27])[C:4]([C:6]1[C:11]([N:12]([S:13]([C:16]2[CH:21]=[CH:20][C:19]([Cl:22])=[C:18]([C:23]([F:26])([F:24])[F:25])[CH:17]=2)(=[O:15])=[O:14])[CH2:34][O:35][CH3:36])=[CH:10][CH:9]=[CH:8][N:7]=1)=[O:5]. The catalyst class is: 1.